Dataset: Reaction yield outcomes from USPTO patents with 853,638 reactions. Task: Predict the reaction yield, written as a fraction of the theoretical maximum amount of product (1.0 means a 100% yield; for example, 0.34 means a 34% yield). (1) The reactants are [F:1][C:2]1[CH:7]=[C:6]([N:8]2[CH:13]=[CH:12][CH:11]=[CH:10][C:9]2=[O:14])[CH:5]=[CH:4][C:3]=1[CH2:15][C:16]([C:18]1[N:22]([C:23]2[CH:28]=[CH:27][C:26]([O:29][CH3:30])=[CH:25][CH:24]=2)[N:21]=[C:20]([C:31]#[N:32])[CH:19]=1)=[O:17].S(O)(O)(=O)=[O:34].C(OCC)(=O)C. The catalyst is O. The product is [F:1][C:2]1[CH:7]=[C:6]([N:8]2[CH:13]=[CH:12][CH:11]=[CH:10][C:9]2=[O:14])[CH:5]=[CH:4][C:3]=1[CH2:15][C:16]([C:18]1[N:22]([C:23]2[CH:24]=[CH:25][C:26]([O:29][CH3:30])=[CH:27][CH:28]=2)[N:21]=[C:20]([C:31]([NH2:32])=[O:34])[CH:19]=1)=[O:17]. The yield is 0.410. (2) The reactants are [Cl:1][C:2]1[CH:3]=[C:4]([NH:8][C:9]([C:11]2[C:12]([NH:17][CH:18]3[CH2:23][CH2:22][N:21]([CH:24]([C:30]([O:32]CC)=[O:31])[C:25]([O:27]CC)=[O:26])[CH2:20][CH2:19]3)=[N:13][CH:14]=[CH:15][CH:16]=2)=[O:10])[CH:5]=[CH:6][CH:7]=1.[OH-].[Na+]. No catalyst specified. The product is [Cl:1][C:2]1[CH:3]=[C:4]([NH:8][C:9]([C:11]2[C:12]([NH:17][CH:18]3[CH2:23][CH2:22][N:21]([CH:24]([C:25]([OH:27])=[O:26])[C:30]([OH:32])=[O:31])[CH2:20][CH2:19]3)=[N:13][CH:14]=[CH:15][CH:16]=2)=[O:10])[CH:5]=[CH:6][CH:7]=1. The yield is 0.150. (3) The reactants are [F:1][C:2]1[CH:7]=[CH:6][CH:5]=[C:4]([F:8])[C:3]=1[N:9]1[C:14]2[N:15]=[C:16](S(C)=O)[N:17]=[C:18]([C:19]3[CH:20]=[C:21]([CH:28]=[CH:29][C:30]=3[CH3:31])[C:22]([NH:24][CH2:25][CH2:26][CH3:27])=[O:23])[C:13]=2[CH2:12][NH:11][C:10]1=[O:35].[CH3:36][CH:37]([NH:39][CH2:40][CH2:41][NH2:42])[CH3:38]. The catalyst is C(Cl)Cl. The product is [F:1][C:2]1[CH:7]=[CH:6][CH:5]=[C:4]([F:8])[C:3]=1[N:9]1[C:14]2[N:15]=[C:16]([NH:42][CH2:41][CH2:40][NH:39][CH:37]([CH3:38])[CH3:36])[N:17]=[C:18]([C:19]3[CH:20]=[C:21]([CH:28]=[CH:29][C:30]=3[CH3:31])[C:22]([NH:24][CH2:25][CH2:26][CH3:27])=[O:23])[C:13]=2[CH2:12][NH:11][C:10]1=[O:35]. The yield is 0.460. (4) The reactants are O1CCCCC1[N:7]1[C:15]2[C:10](=[CH:11][C:12]([C:16]3[N:20]=[CH:19][N:18](C(C4C=CC=CC=4)(C4C=CC=CC=4)C4C=CC=CC=4)[N:17]=3)=[CH:13][CH:14]=2)[C:9]([C:40]2[CH:41]=[C:42]([NH:46][C:47](=[O:56])[CH:48]([CH:50]3[CH2:55][CH2:54][CH2:53][NH:52][CH2:51]3)[CH3:49])[CH:43]=[CH:44][CH:45]=2)=[N:8]1.Cl.C([O-])(O)=O.[Na+]. The catalyst is O1CCOCC1. The product is [NH:18]1[CH:19]=[N:20][C:16]([C:12]2[CH:11]=[C:10]3[C:15](=[CH:14][CH:13]=2)[NH:7][N:8]=[C:9]3[C:40]2[CH:41]=[C:42]([NH:46][C:47](=[O:56])[CH:48]([CH:50]3[CH2:55][CH2:54][CH2:53][NH:52][CH2:51]3)[CH3:49])[CH:43]=[CH:44][CH:45]=2)=[N:17]1. The yield is 0.380. (5) The reactants are Cl[C:2]1[N:7]=[C:6]([NH:8][C:9]([C:11]2([C:14]3[CH:24]=[CH:23][C:17]4[O:18][C:19]([F:22])([F:21])[O:20][C:16]=4[CH:15]=3)[CH2:13][CH2:12]2)=[O:10])[CH:5]=[CH:4][C:3]=1[CH3:25].[F:26][C:27]1[C:28](B(O)O)=[CH:29][C:30]([O:33][CH3:34])=[N:31][CH:32]=1.C(=O)([O-])[O-].[Na+].[Na+]. The catalyst is COCCOC.C(OCC)(=O)C.C1C=CC([P]([Pd]([P](C2C=CC=CC=2)(C2C=CC=CC=2)C2C=CC=CC=2)([P](C2C=CC=CC=2)(C2C=CC=CC=2)C2C=CC=CC=2)[P](C2C=CC=CC=2)(C2C=CC=CC=2)C2C=CC=CC=2)(C2C=CC=CC=2)C2C=CC=CC=2)=CC=1. The product is [F:21][C:19]1([F:22])[O:18][C:17]2[CH:23]=[CH:24][C:14]([C:11]3([C:9]([NH:8][C:6]4[N:7]=[C:2]([C:28]5[C:27]([F:26])=[CH:32][N:31]=[C:30]([O:33][CH3:34])[CH:29]=5)[C:3]([CH3:25])=[CH:4][CH:5]=4)=[O:10])[CH2:13][CH2:12]3)=[CH:15][C:16]=2[O:20]1. The yield is 0.200. (6) The reactants are [CH3:1][N:2]([CH2:4][C:5]1[CH:10]=[CH:9][C:8]([C:11]2[N:19]3[C:14]([CH:15]=[CH:16][CH:17]=[CH:18]3)=[CH:13][C:12]=2[CH2:20][OH:21])=[CH:7][CH:6]=1)[CH3:3]. The catalyst is O=[Mn]=O. The product is [CH3:3][N:2]([CH2:4][C:5]1[CH:6]=[CH:7][C:8]([C:11]2[N:19]3[C:14]([CH:15]=[CH:16][CH:17]=[CH:18]3)=[CH:13][C:12]=2[CH:20]=[O:21])=[CH:9][CH:10]=1)[CH3:1]. The yield is 0.840.